Dataset: Peptide-MHC class II binding affinity with 134,281 pairs from IEDB. Task: Regression. Given a peptide amino acid sequence and an MHC pseudo amino acid sequence, predict their binding affinity value. This is MHC class II binding data. (1) The peptide sequence is RQLIKTDISMSMPKF. The MHC is DRB1_0802 with pseudo-sequence DRB1_0802. The binding affinity (normalized) is 0.731. (2) The peptide sequence is EKKYFAALQFEPLAA. The MHC is HLA-DPA10201-DPB11401 with pseudo-sequence HLA-DPA10201-DPB11401. The binding affinity (normalized) is 0.721. (3) The peptide sequence is VKLRRSSAAQVDGFY. The MHC is HLA-DQA10102-DQB10502 with pseudo-sequence HLA-DQA10102-DQB10502. The binding affinity (normalized) is 0.281. (4) The peptide sequence is SGIAFGSMAKKGDEQ. The MHC is DRB3_0101 with pseudo-sequence DRB3_0101. The binding affinity (normalized) is 0.0384. (5) The peptide sequence is STEQNVPDPQVGITT. The MHC is HLA-DQA10101-DQB10501 with pseudo-sequence HLA-DQA10101-DQB10501. The binding affinity (normalized) is 0.104. (6) The peptide sequence is AVAGVTLVPIVDGRC. The MHC is DRB1_0101 with pseudo-sequence DRB1_0101. The binding affinity (normalized) is 0.239. (7) The peptide sequence is RPGLLIGFGLRTLWS. The MHC is DRB4_0103 with pseudo-sequence DRB4_0103. The binding affinity (normalized) is 0.763. (8) The peptide sequence is RCLVKEIPPRLLYAK. The MHC is HLA-DQA10101-DQB10501 with pseudo-sequence HLA-DQA10101-DQB10501. The binding affinity (normalized) is 0.278.